Regression. Given a peptide amino acid sequence and an MHC pseudo amino acid sequence, predict their binding affinity value. This is MHC class I binding data. From a dataset of Peptide-MHC class I binding affinity with 185,985 pairs from IEDB/IMGT. (1) The peptide sequence is SIRCVKYLL. The MHC is HLA-A02:06 with pseudo-sequence HLA-A02:06. The binding affinity (normalized) is 0.264. (2) The peptide sequence is GTIVIRVQY. The MHC is HLA-A30:02 with pseudo-sequence HLA-A30:02. The binding affinity (normalized) is 0.379. (3) The peptide sequence is ISEKETLNEY. The MHC is HLA-A33:01 with pseudo-sequence HLA-A33:01. The binding affinity (normalized) is 0. (4) The binding affinity (normalized) is 0.979. The MHC is Mamu-B6601 with pseudo-sequence Mamu-B6601. The peptide sequence is IVIWGQVPK. (5) The peptide sequence is PIQKETWETW. The MHC is HLA-A30:01 with pseudo-sequence HLA-A30:01. The binding affinity (normalized) is 0. (6) The peptide sequence is EVMPEKRNVV. The MHC is HLA-A02:03 with pseudo-sequence HLA-A02:03. The binding affinity (normalized) is 0.273. (7) The peptide sequence is NEGVMAVGL. The MHC is HLA-B44:03 with pseudo-sequence HLA-B44:03. The binding affinity (normalized) is 0.306. (8) The peptide sequence is GTFDTVQII. The MHC is HLA-A02:02 with pseudo-sequence HLA-A02:02. The binding affinity (normalized) is 0.131. (9) The binding affinity (normalized) is 0.0847. The MHC is HLA-B08:01 with pseudo-sequence HLA-B08:01. The peptide sequence is RVDKLTQGR.